From a dataset of Full USPTO retrosynthesis dataset with 1.9M reactions from patents (1976-2016). Predict the reactants needed to synthesize the given product. Given the product [CH3:20][C:18]1[S:19][C:15]([C:12]2[CH:13]=[C:6]([C:5]([F:11])([F:10])[F:4])[N:31]([C:28]3[CH:29]=[CH:30][C:25]([NH2:22])=[CH:26][CH:27]=3)[N:32]=2)=[C:16]([CH3:21])[N:17]=1, predict the reactants needed to synthesize it. The reactants are: C[O-].[Na+].[F:4][C:5]([F:11])([F:10])[C:6](OC)=O.[C:12]([C:15]1[S:19][C:18]([CH3:20])=[N:17][C:16]=1[CH3:21])(=O)[CH3:13].[N+:22]([C:25]1[CH:30]=[CH:29][C:28]([NH:31][NH2:32])=[CH:27][CH:26]=1)([O-])=O.Cl.